Dataset: Catalyst prediction with 721,799 reactions and 888 catalyst types from USPTO. Task: Predict which catalyst facilitates the given reaction. Reactant: C1(C=CC(O)=CC=1)O.[CH3:9][C:10]([C:12]([CH3:14])=[CH2:13])=[CH2:11].[S:15](=[O:17])=[O:16]. The catalyst class is: 5. Product: [CH3:11][C:10]1[CH2:9][S:15](=[O:17])(=[O:16])[CH2:13][C:12]=1[CH3:14].